Dataset: Rat liver microsome stability data. Task: Regression/Classification. Given a drug SMILES string, predict its absorption, distribution, metabolism, or excretion properties. Task type varies by dataset: regression for continuous measurements (e.g., permeability, clearance, half-life) or binary classification for categorical outcomes (e.g., BBB penetration, CYP inhibition). Dataset: rlm. (1) The compound is COc1nc(-c2ccc(NC(=O)Nc3ccc(C(=O)N(C)CCN(C)C)cc3)cc2)nc(N2CCOCC2)n1. The result is 1 (stable in rat liver microsomes). (2) The molecule is Cc1[nH]c2ccccc2c1CCN1Cc2ccc(/C=C/C(=O)NO)cc2C1. The result is 1 (stable in rat liver microsomes). (3) The molecule is Cc1ccc(S(=O)(=O)Nc2cnccc2C(=O)Nc2nc(-c3ccc(Cl)cc3)cs2)cc1. The result is 0 (unstable in rat liver microsomes).